This data is from Full USPTO retrosynthesis dataset with 1.9M reactions from patents (1976-2016). The task is: Predict the reactants needed to synthesize the given product. Given the product [CH:16]1[CH:21]=[CH:20][C:19]([O:8][C:3]2[C:2]([F:1])=[CH:7][CH:6]=[CH:5][CH:4]=2)=[CH:18][CH:17]=1, predict the reactants needed to synthesize it. The reactants are: [F:1][C:2]1[CH:7]=[CH:6][CH:5]=[CH:4][C:3]=1[OH:8].CC(C)(C)[O-].[K+].Br[C:16]1[CH:21]=[CH:20][CH:19]=[CH:18][CH:17]=1.